This data is from Full USPTO retrosynthesis dataset with 1.9M reactions from patents (1976-2016). The task is: Predict the reactants needed to synthesize the given product. (1) Given the product [C:20]([O:19][C:17]([N:15]([CH3:16])[CH2:14][CH2:13][N:11]([CH2:10][C:9]([OH:24])=[O:8])[CH3:12])=[O:18])([CH3:23])([CH3:22])[CH3:21], predict the reactants needed to synthesize it. The reactants are: C([O:8][C:9](=[O:24])[CH2:10][N:11]([CH2:13][CH2:14][N:15]([C:17]([O:19][C:20]([CH3:23])([CH3:22])[CH3:21])=[O:18])[CH3:16])[CH3:12])C1C=CC=CC=1. (2) Given the product [CH3:20][O:21][CH:22]([O:27][CH3:28])[C:23](=[O:24])[CH2:2][C:1]([C:4]1[CH:9]=[CH:8][N:7]=[CH:6][CH:5]=1)=[O:3], predict the reactants needed to synthesize it. The reactants are: [C:1]([C:4]1[CH:9]=[CH:8][N:7]=[CH:6][CH:5]=1)(=[O:3])[CH3:2].C[Si]([N-][Si](C)(C)C)(C)C.[Li+].[CH3:20][O:21][CH:22]([O:27][CH3:28])[C:23](OC)=[O:24].